The task is: Predict the product of the given reaction.. This data is from Forward reaction prediction with 1.9M reactions from USPTO patents (1976-2016). (1) Given the reactants Br[CH2:2][C:3]([C:5]1[CH:10]=[CH:9][C:8]([C:11]#[N:12])=[CH:7][CH:6]=1)=O.[C:13]([NH2:21])(=[O:20])[C:14]1[CH:19]=[CH:18][CH:17]=[CH:16][CH:15]=1, predict the reaction product. The product is: [C:14]1([C:13]2[O:20][CH:2]=[C:3]([C:5]3[CH:10]=[CH:9][C:8]([C:11]#[N:12])=[CH:7][CH:6]=3)[N:21]=2)[CH:19]=[CH:18][CH:17]=[CH:16][CH:15]=1. (2) Given the reactants [N:1]([CH2:4][C@@H:5]1[O:11][C:10]2[C:12]([C:16]3[C:21]([Cl:22])=[CH:20][CH:19]=[CH:18][C:17]=3[Cl:23])=[CH:13][CH:14]=[CH:15][C:9]=2[CH2:8][CH2:7][CH2:6]1)=[N+]=[N-].C1(P(C2C=CC=CC=2)C2C=CC=CC=2)C=CC=CC=1, predict the reaction product. The product is: [Cl:23][C:17]1[CH:18]=[CH:19][CH:20]=[C:21]([Cl:22])[C:16]=1[C:12]1[C:10]2[O:11][C@@H:5]([CH2:4][NH2:1])[CH2:6][CH2:7][CH2:8][C:9]=2[CH:15]=[CH:14][CH:13]=1.